Dataset: Catalyst prediction with 721,799 reactions and 888 catalyst types from USPTO. Task: Predict which catalyst facilitates the given reaction. (1) Reactant: Cl[C:2]1[N:11]=[CH:10][C:9]2[N:8]([CH2:12][C@H:13]3[CH2:17][O:16]C(C)(C)[O:14]3)[C:7](=[O:20])[C:6]3([CH3:25])[CH2:21][O:22][CH2:23][CH2:24][N:5]3[C:4]=2[N:3]=1.[CH3:26][NH:27][C:28]([NH:30][C:31]1[CH:36]=[CH:35][C:34](B2OC(C)(C)C(C)(C)O2)=[CH:33][CH:32]=1)=[O:29].C(=O)([O-])[O-].[Na+].[Na+]. Product: [OH:14][C@H:13]([CH2:17][OH:16])[CH2:12][N:8]1[C:7](=[O:20])[C:6]2([CH3:25])[CH2:21][O:22][CH2:23][CH2:24][N:5]2[C:4]2[N:3]=[C:2]([C:34]3[CH:33]=[CH:32][C:31]([NH:30][C:28]([NH:27][CH3:26])=[O:29])=[CH:36][CH:35]=3)[N:11]=[CH:10][C:9]1=2. The catalyst class is: 294. (2) Reactant: Br[C:2]1[CH:3]=[CH:4][C:5]([NH:8][CH2:9][C:10]2[CH:15]=[CH:14][C:13]([Cl:16])=[CH:12][CH:11]=2)=[N:6][CH:7]=1.C([Li])CCC.C([Li])(C)(C)C.CN(C)[CH:29]=[O:30]. Product: [Cl:16][C:13]1[CH:14]=[CH:15][C:10]([CH2:9][NH:8][C:5]2[N:6]=[CH:7][C:2]([CH:29]=[O:30])=[CH:3][CH:4]=2)=[CH:11][CH:12]=1. The catalyst class is: 30. (3) Reactant: [Cl:1][C:2]1[N:7]=[C:6]2[CH:8]=[C:9]([C:20]([O:22]CC)=[O:21])[N:10](S(C3C=CC=CC=3)(=O)=O)[C:5]2=[CH:4][CH:3]=1.[OH-].[Na+].Cl. The catalyst class is: 1. Product: [Cl:1][C:2]1[N:7]=[C:6]2[CH:8]=[C:9]([C:20]([OH:22])=[O:21])[NH:10][C:5]2=[CH:4][CH:3]=1.